The task is: Regression. Given two drug SMILES strings and cell line genomic features, predict the synergy score measuring deviation from expected non-interaction effect.. This data is from NCI-60 drug combinations with 297,098 pairs across 59 cell lines. (1) Drug 1: CC(C1=C(C=CC(=C1Cl)F)Cl)OC2=C(N=CC(=C2)C3=CN(N=C3)C4CCNCC4)N. Drug 2: CN1C2=C(C=C(C=C2)N(CCCl)CCCl)N=C1CCCC(=O)O.Cl. Cell line: M14. Synergy scores: CSS=-2.19, Synergy_ZIP=2.70, Synergy_Bliss=3.25, Synergy_Loewe=-0.751, Synergy_HSA=-0.366. (2) Drug 1: C#CCC(CC1=CN=C2C(=N1)C(=NC(=N2)N)N)C3=CC=C(C=C3)C(=O)NC(CCC(=O)O)C(=O)O. Drug 2: CC(C)NC(=O)C1=CC=C(C=C1)CNNC.Cl. Cell line: CCRF-CEM. Synergy scores: CSS=-1.87, Synergy_ZIP=0.0455, Synergy_Bliss=-3.61, Synergy_Loewe=-1.77, Synergy_HSA=-5.05. (3) Drug 1: C1=NC2=C(N1)C(=S)N=C(N2)N. Drug 2: C(CN)CNCCSP(=O)(O)O. Cell line: COLO 205. Synergy scores: CSS=25.2, Synergy_ZIP=-0.252, Synergy_Bliss=1.96, Synergy_Loewe=-16.8, Synergy_HSA=0.687. (4) Drug 1: CC1C(C(CC(O1)OC2CC(CC3=C2C(=C4C(=C3O)C(=O)C5=C(C4=O)C(=CC=C5)OC)O)(C(=O)CO)O)N)O.Cl. Drug 2: COC1=C2C(=CC3=C1OC=C3)C=CC(=O)O2. Cell line: UO-31. Synergy scores: CSS=-0.0790, Synergy_ZIP=2.07, Synergy_Bliss=3.16, Synergy_Loewe=-1.41, Synergy_HSA=-0.0191. (5) Drug 1: CCCCC(=O)OCC(=O)C1(CC(C2=C(C1)C(=C3C(=C2O)C(=O)C4=C(C3=O)C=CC=C4OC)O)OC5CC(C(C(O5)C)O)NC(=O)C(F)(F)F)O. Drug 2: C(CC(=O)O)C(=O)CN.Cl. Synergy scores: CSS=16.7, Synergy_ZIP=-9.76, Synergy_Bliss=-8.12, Synergy_Loewe=-17.5, Synergy_HSA=-7.51. Cell line: SK-OV-3. (6) Drug 1: CCC(=C(C1=CC=CC=C1)C2=CC=C(C=C2)OCCN(C)C)C3=CC=CC=C3.C(C(=O)O)C(CC(=O)O)(C(=O)O)O. Drug 2: CC1CCC2CC(C(=CC=CC=CC(CC(C(=O)C(C(C(=CC(C(=O)CC(OC(=O)C3CCCCN3C(=O)C(=O)C1(O2)O)C(C)CC4CCC(C(C4)OC)O)C)C)O)OC)C)C)C)OC. Cell line: HOP-62. Synergy scores: CSS=27.0, Synergy_ZIP=-5.30, Synergy_Bliss=7.80, Synergy_Loewe=-13.7, Synergy_HSA=3.73. (7) Drug 1: CN1C2=C(C=C(C=C2)N(CCCl)CCCl)N=C1CCCC(=O)O.Cl. Drug 2: C1C(C(OC1N2C=NC3=C2NC=NCC3O)CO)O. Cell line: CAKI-1. Synergy scores: CSS=2.50, Synergy_ZIP=-0.784, Synergy_Bliss=0.339, Synergy_Loewe=-0.772, Synergy_HSA=-0.907. (8) Drug 1: C1=CN(C(=O)N=C1N)C2C(C(C(O2)CO)O)O.Cl. Drug 2: C1CN1C2=NC(=NC(=N2)N3CC3)N4CC4. Cell line: RXF 393. Synergy scores: CSS=16.7, Synergy_ZIP=-3.50, Synergy_Bliss=1.86, Synergy_Loewe=-2.73, Synergy_HSA=1.95. (9) Drug 1: COC1=C(C=C2C(=C1)N=CN=C2NC3=CC(=C(C=C3)F)Cl)OCCCN4CCOCC4. Drug 2: CCC1(CC2CC(C3=C(CCN(C2)C1)C4=CC=CC=C4N3)(C5=C(C=C6C(=C5)C78CCN9C7C(C=CC9)(C(C(C8N6C)(C(=O)OC)O)OC(=O)C)CC)OC)C(=O)OC)O.OS(=O)(=O)O. Cell line: OVCAR-8. Synergy scores: CSS=49.7, Synergy_ZIP=-7.36, Synergy_Bliss=-4.91, Synergy_Loewe=-3.11, Synergy_HSA=-2.65. (10) Drug 1: C1=CC(=CC=C1CCCC(=O)O)N(CCCl)CCCl. Drug 2: CC1=C(C(=O)C2=C(C1=O)N3CC4C(C3(C2COC(=O)N)OC)N4)N. Cell line: SR. Synergy scores: CSS=60.3, Synergy_ZIP=-2.74, Synergy_Bliss=-4.94, Synergy_Loewe=-5.21, Synergy_HSA=-2.52.